Task: Regression. Given a peptide amino acid sequence and an MHC pseudo amino acid sequence, predict their binding affinity value. This is MHC class I binding data.. Dataset: Peptide-MHC class I binding affinity with 185,985 pairs from IEDB/IMGT (1) The binding affinity (normalized) is 0. The peptide sequence is AHKGIGGNQEI. The MHC is Mamu-A07 with pseudo-sequence Mamu-A07. (2) The peptide sequence is IVKTVLDHI. The MHC is HLA-A02:01 with pseudo-sequence HLA-A02:01. The binding affinity (normalized) is 0. (3) The peptide sequence is FYYEYFEL. The MHC is HLA-A68:02 with pseudo-sequence HLA-A68:02. The binding affinity (normalized) is 0.125. (4) The peptide sequence is TAIANQATV. The MHC is H-2-Db with pseudo-sequence H-2-Db. The binding affinity (normalized) is 0.895. (5) The peptide sequence is MPFIATPPV. The MHC is HLA-B45:06 with pseudo-sequence HLA-B45:06. The binding affinity (normalized) is 0.213. (6) The peptide sequence is GRYSVRYVR. The MHC is HLA-B58:01 with pseudo-sequence HLA-B58:01. The binding affinity (normalized) is 0.0847.